This data is from Reaction yield outcomes from USPTO patents with 853,638 reactions. The task is: Predict the reaction yield, written as a fraction of the theoretical maximum amount of product (1.0 means a 100% yield; for example, 0.34 means a 34% yield). (1) The reactants are [Cl:1][C:2]1[C:10]2[N:9]=[C:8]3[CH:11]([C:16]4[CH:21]=[CH:20][C:19]([Cl:22])=[CH:18][C:17]=4[Cl:23])[O:12][CH2:13][CH2:14][CH2:15][N:7]3[C:6]=2[C:5]([CH:24]([CH:26]2[CH2:28][CH2:27]2)[OH:25])=[CH:4][CH:3]=1.CC(OI1(OC(C)=O)(OC(C)=O)OC(=O)C2C=CC=CC1=2)=O. The catalyst is C(#N)C.C(OCC)(=O)C. The product is [Cl:1][C:2]1[C:10]2[N:9]=[C:8]3[CH:11]([C:16]4[CH:21]=[CH:20][C:19]([Cl:22])=[CH:18][C:17]=4[Cl:23])[O:12][CH2:13][CH2:14][CH2:15][N:7]3[C:6]=2[C:5]([C:24]([CH:26]2[CH2:28][CH2:27]2)=[O:25])=[CH:4][CH:3]=1. The yield is 0.830. (2) The reactants are [NH:1]1[CH2:5][CH2:4][C@H:3]([N:6]2[CH:10]=[C:9]([O:11][C:12]3[N:13]=[C:14]([OH:22])[C:15]4[CH:21]=[CH:20][N:19]=[CH:18][C:16]=4[N:17]=3)[CH:8]=[N:7]2)[CH2:2]1.Cl[C:24]1([S:27](C2(Cl)CC2)(=[O:29])=[O:28])[CH2:26][CH2:25]1. No catalyst specified. The product is [CH:24]1([S:27]([N:1]2[CH2:5][CH2:4][C@H:3]([N:6]3[CH:10]=[C:9]([O:11][C:12]4[N:13]=[C:14]([OH:22])[C:15]5[CH:21]=[CH:20][N:19]=[CH:18][C:16]=5[N:17]=4)[CH:8]=[N:7]3)[CH2:2]2)(=[O:29])=[O:28])[CH2:26][CH2:25]1. The yield is 0.500. (3) The reactants are C[O:2][CH:3]=[C:4]1[CH2:9][CH2:8][CH:7]([C:10]2[CH:15]=[CH:14][C:13]([CH2:16][CH2:17][CH:18]3[CH2:23][CH2:22][CH:21]([CH2:24][CH2:25][CH3:26])[CH2:20][CH2:19]3)=[CH:12][CH:11]=2)[CH2:6][CH2:5]1.Cl. The catalyst is C1COCC1. The product is [CH2:24]([CH:21]1[CH2:20][CH2:19][CH:18]([CH2:17][CH2:16][C:13]2[CH:12]=[CH:11][C:10]([C@H:7]3[CH2:8][CH2:9][C@H:4]([CH:3]=[O:2])[CH2:5][CH2:6]3)=[CH:15][CH:14]=2)[CH2:23][CH2:22]1)[CH2:25][CH3:26]. The yield is 0.180. (4) The reactants are Br[CH2:2][C:3]1[CH:10]=[CH:9][C:6]([CH:7]=[O:8])=[CH:5][C:4]=1[Cl:11].C([O-])([O-])=O.[K+].[K+].[NH2:18][C:19]1[CH:24]=[CH:23][CH:22]=[CH:21][N:20]=1. The catalyst is CN(C)C(=O)C.O. The product is [Cl:11][C:4]1[CH:5]=[C:6]([CH:9]=[CH:10][C:3]=1[CH2:2][NH:18][C:19]1[CH:24]=[CH:23][CH:22]=[CH:21][N:20]=1)[CH:7]=[O:8]. The yield is 0.500. (5) The reactants are C[O-].[Na+].[NH:4]1[C:12]2[C:7](=[CH:8][C:9]([NH:13][S:14]([C:17]3[C:26]4[C:21](=[CH:22][CH:23]=[CH:24][CH:25]=4)[CH:20]=[CH:19][CH:18]=3)(=[O:16])=[O:15])=[CH:10][CH:11]=2)[CH:6]=[CH:5]1.[CH3:27][N:28]1[CH2:33][CH2:32][C:31](=O)[CH2:30][CH2:29]1. The catalyst is CO. The product is [CH3:27][N:28]1[CH2:29][CH:30]=[C:31]([C:6]2[C:7]3[C:12](=[CH:11][CH:10]=[C:9]([NH:13][S:14]([C:17]4[C:26]5[C:21](=[CH:22][CH:23]=[CH:24][CH:25]=5)[CH:20]=[CH:19][CH:18]=4)(=[O:15])=[O:16])[CH:8]=3)[NH:4][CH:5]=2)[CH2:32][CH2:33]1. The yield is 0.520.